From a dataset of NCI-60 drug combinations with 297,098 pairs across 59 cell lines. Regression. Given two drug SMILES strings and cell line genomic features, predict the synergy score measuring deviation from expected non-interaction effect. (1) Synergy scores: CSS=54.5, Synergy_ZIP=1.90, Synergy_Bliss=0.299, Synergy_Loewe=-0.930, Synergy_HSA=-1.32. Drug 1: CC12CCC3C(C1CCC2=O)CC(=C)C4=CC(=O)C=CC34C. Cell line: BT-549. Drug 2: CCCS(=O)(=O)NC1=C(C(=C(C=C1)F)C(=O)C2=CNC3=C2C=C(C=N3)C4=CC=C(C=C4)Cl)F. (2) Drug 1: C1=CN(C(=O)N=C1N)C2C(C(C(O2)CO)O)O.Cl. Drug 2: C1C(C(OC1N2C=NC3=C(N=C(N=C32)Cl)N)CO)O. Cell line: U251. Synergy scores: CSS=42.5, Synergy_ZIP=-2.98, Synergy_Bliss=-0.194, Synergy_Loewe=5.56, Synergy_HSA=6.73. (3) Cell line: OVCAR-4. Drug 1: C1C(C(OC1N2C=C(C(=O)NC2=O)F)CO)O. Drug 2: CC(C)CN1C=NC2=C1C3=CC=CC=C3N=C2N. Synergy scores: CSS=10.0, Synergy_ZIP=-2.56, Synergy_Bliss=0.996, Synergy_Loewe=-4.00, Synergy_HSA=0.213. (4) Drug 1: CC1C(C(CC(O1)OC2CC(CC3=C2C(=C4C(=C3O)C(=O)C5=C(C4=O)C(=CC=C5)OC)O)(C(=O)C)O)N)O.Cl. Drug 2: CC(C1=C(C=CC(=C1Cl)F)Cl)OC2=C(N=CC(=C2)C3=CN(N=C3)C4CCNCC4)N. Cell line: OVCAR-8. Synergy scores: CSS=22.1, Synergy_ZIP=-6.63, Synergy_Bliss=0.365, Synergy_Loewe=-11.7, Synergy_HSA=-0.527. (5) Drug 1: CC1CCC2CC(C(=CC=CC=CC(CC(C(=O)C(C(C(=CC(C(=O)CC(OC(=O)C3CCCCN3C(=O)C(=O)C1(O2)O)C(C)CC4CCC(C(C4)OC)OCCO)C)C)O)OC)C)C)C)OC. Drug 2: CS(=O)(=O)CCNCC1=CC=C(O1)C2=CC3=C(C=C2)N=CN=C3NC4=CC(=C(C=C4)OCC5=CC(=CC=C5)F)Cl. Cell line: MDA-MB-435. Synergy scores: CSS=-3.99, Synergy_ZIP=5.50, Synergy_Bliss=9.01, Synergy_Loewe=-0.313, Synergy_HSA=-0.553. (6) Drug 1: CCC(=C(C1=CC=CC=C1)C2=CC=C(C=C2)OCCN(C)C)C3=CC=CC=C3.C(C(=O)O)C(CC(=O)O)(C(=O)O)O. Drug 2: CC(C)(C#N)C1=CC(=CC(=C1)CN2C=NC=N2)C(C)(C)C#N. Cell line: DU-145. Synergy scores: CSS=0.518, Synergy_ZIP=6.17, Synergy_Bliss=4.00, Synergy_Loewe=0.787, Synergy_HSA=0.941. (7) Drug 1: CCCS(=O)(=O)NC1=C(C(=C(C=C1)F)C(=O)C2=CNC3=C2C=C(C=N3)C4=CC=C(C=C4)Cl)F. Drug 2: CN(CCCl)CCCl.Cl. Cell line: MOLT-4. Synergy scores: CSS=40.1, Synergy_ZIP=2.89, Synergy_Bliss=1.31, Synergy_Loewe=-28.9, Synergy_HSA=-0.859. (8) Drug 1: CC1=C2C(C(=O)C3(C(CC4C(C3C(C(C2(C)C)(CC1OC(=O)C(C(C5=CC=CC=C5)NC(=O)OC(C)(C)C)O)O)OC(=O)C6=CC=CC=C6)(CO4)OC(=O)C)OC)C)OC. Drug 2: CC1=C(C(=O)C2=C(C1=O)N3CC4C(C3(C2COC(=O)N)OC)N4)N. Cell line: MDA-MB-231. Synergy scores: CSS=17.7, Synergy_ZIP=-11.7, Synergy_Bliss=-17.9, Synergy_Loewe=-17.2, Synergy_HSA=-15.7. (9) Drug 1: CS(=O)(=O)C1=CC(=C(C=C1)C(=O)NC2=CC(=C(C=C2)Cl)C3=CC=CC=N3)Cl. Drug 2: C1=NNC2=C1C(=O)NC=N2. Cell line: BT-549. Synergy scores: CSS=-1.73, Synergy_ZIP=0.567, Synergy_Bliss=0.902, Synergy_Loewe=-3.89, Synergy_HSA=-2.11.